This data is from NCI-60 drug combinations with 297,098 pairs across 59 cell lines. The task is: Regression. Given two drug SMILES strings and cell line genomic features, predict the synergy score measuring deviation from expected non-interaction effect. (1) Drug 1: C1CCC(CC1)NC(=O)N(CCCl)N=O. Drug 2: C1=CC=C(C=C1)NC(=O)CCCCCCC(=O)NO. Cell line: IGROV1. Synergy scores: CSS=29.9, Synergy_ZIP=-2.83, Synergy_Bliss=0.667, Synergy_Loewe=1.82, Synergy_HSA=1.77. (2) Drug 1: C1CCN(CC1)CCOC2=CC=C(C=C2)C(=O)C3=C(SC4=C3C=CC(=C4)O)C5=CC=C(C=C5)O. Drug 2: CCCCC(=O)OCC(=O)C1(CC(C2=C(C1)C(=C3C(=C2O)C(=O)C4=C(C3=O)C=CC=C4OC)O)OC5CC(C(C(O5)C)O)NC(=O)C(F)(F)F)O. Cell line: MALME-3M. Synergy scores: CSS=2.19, Synergy_ZIP=0.993, Synergy_Bliss=2.51, Synergy_Loewe=2.95, Synergy_HSA=1.16. (3) Drug 1: C1=NC2=C(N=C(N=C2N1C3C(C(C(O3)CO)O)F)Cl)N. Drug 2: CC(C)CN1C=NC2=C1C3=CC=CC=C3N=C2N. Cell line: NCI/ADR-RES. Synergy scores: CSS=41.5, Synergy_ZIP=-0.780, Synergy_Bliss=-0.712, Synergy_Loewe=-11.1, Synergy_HSA=-2.34. (4) Drug 1: C1CN1P(=S)(N2CC2)N3CC3. Drug 2: COCCOC1=C(C=C2C(=C1)C(=NC=N2)NC3=CC=CC(=C3)C#C)OCCOC.Cl. Cell line: DU-145. Synergy scores: CSS=34.1, Synergy_ZIP=-1.14, Synergy_Bliss=8.89, Synergy_Loewe=-3.46, Synergy_HSA=4.21. (5) Drug 1: C1=NC2=C(N1)C(=S)N=C(N2)N. Drug 2: N.N.Cl[Pt+2]Cl. Cell line: HOP-62. Synergy scores: CSS=25.9, Synergy_ZIP=-0.214, Synergy_Bliss=-4.26, Synergy_Loewe=-19.4, Synergy_HSA=-7.84. (6) Drug 1: C1CN1P(=S)(N2CC2)N3CC3. Drug 2: CC1=C(C=C(C=C1)C(=O)NC2=CC(=CC(=C2)C(F)(F)F)N3C=C(N=C3)C)NC4=NC=CC(=N4)C5=CN=CC=C5. Cell line: NCI/ADR-RES. Synergy scores: CSS=15.2, Synergy_ZIP=-3.08, Synergy_Bliss=-1.69, Synergy_Loewe=0.00870, Synergy_HSA=-0.160. (7) Drug 1: CC(CN1CC(=O)NC(=O)C1)N2CC(=O)NC(=O)C2. Drug 2: C1=CC=C(C(=C1)C(C2=CC=C(C=C2)Cl)C(Cl)Cl)Cl. Cell line: HCT116. Synergy scores: CSS=40.2, Synergy_ZIP=3.55, Synergy_Bliss=4.37, Synergy_Loewe=3.13, Synergy_HSA=5.96.